From a dataset of Catalyst prediction with 721,799 reactions and 888 catalyst types from USPTO. Predict which catalyst facilitates the given reaction. (1) Reactant: [Br:1]Br.[CH:3]([C:5]1([C:11]2[CH:20]=[CH:19][C:18]3[C:13](=[CH:14][CH:15]=[CH:16][CH:17]=3)[C:12]=2[CH3:21])[CH:10]=[CH:9][CH:8]=[CH:7][CH2:6]1)=[O:4].S([O-])([O-])=O.[Na+].[Na+]. Product: [CH:3]([C:5]1([C:11]2[CH:20]=[C:19]([Br:1])[C:18]3[C:13](=[CH:14][CH:15]=[CH:16][CH:17]=3)[C:12]=2[CH3:21])[CH:6]=[CH:7][CH:8]=[CH:9][CH2:10]1)=[O:4]. The catalyst class is: 4. (2) Reactant: CN(C)[CH:3]=[CH:4][C:5]([C:7]1[C:12](=[O:13])[C:11]([O:14][CH3:15])=[CH:10][N:9]([C:16]2[CH:21]=[CH:20][C:19]([N:22]3[CH:26]=[CH:25][CH:24]=[N:23]3)=[CH:18][C:17]=2[O:27][CH3:28])[N:8]=1)=O.Cl.[Cl:31][C:32]1[CH:33]=[C:34]([NH:38][NH2:39])[CH:35]=[CH:36][CH:37]=1.C(O)(C(F)(F)F)=O. Product: [Cl:31][C:32]1[CH:33]=[C:34]([N:38]2[C:5]([C:7]3[C:12](=[O:13])[C:11]([O:14][CH3:15])=[CH:10][N:9]([C:16]4[CH:21]=[CH:20][C:19]([N:22]5[CH:26]=[CH:25][CH:24]=[N:23]5)=[CH:18][C:17]=4[O:27][CH3:28])[N:8]=3)=[CH:4][CH:3]=[N:39]2)[CH:35]=[CH:36][CH:37]=1. The catalyst class is: 8. (3) Reactant: [Cl:1][C:2]1[CH:7]=[CH:6][CH:5]=[C:4]([Cl:8])[C:3]=1[C:9](=O)[CH2:10][C:11]#[N:12].O.[NH2:15][NH2:16]. Product: [Cl:1][C:2]1[CH:7]=[CH:6][CH:5]=[C:4]([Cl:8])[C:3]=1[C:9]1[CH:10]=[C:11]([NH2:12])[NH:15][N:16]=1. The catalyst class is: 14.